Dataset: Catalyst prediction with 721,799 reactions and 888 catalyst types from USPTO. Task: Predict which catalyst facilitates the given reaction. Reactant: Cl[C:2]1[C:11]2[C:6](=[CH:7][C:8]([F:13])=[CH:9][C:10]=2[F:12])[N:5]=[C:4]([C:14]2[CH:22]=[CH:21][CH:20]=[C:19]3[C:15]=2[CH:16]=[CH:17][NH:18]3)[C:3]=1[CH3:23].[CH3:24][C:25]1([CH3:40])[C:29]2=[N:30][CH:31]=[C:32]([N:34]3[CH2:39][CH2:38][O:37][CH2:36][CH2:35]3)[CH:33]=[C:28]2[NH:27][CH2:26]1.C1(P(C2CCCCC2)C2C=CC=CC=2C2C(C(C)C)=CC(C(C)C)=CC=2C(C)C)CCCCC1.CC(C)([O-])C.[Na+]. Product: [CH3:24][C:25]1([CH3:40])[C:29]2=[N:30][CH:31]=[C:32]([N:34]3[CH2:39][CH2:38][O:37][CH2:36][CH2:35]3)[CH:33]=[C:28]2[N:27]([C:2]2[C:11]3[C:6](=[CH:7][C:8]([F:13])=[CH:9][C:10]=3[F:12])[N:5]=[C:4]([C:14]3[CH:22]=[CH:21][CH:20]=[C:19]4[C:15]=3[CH:16]=[CH:17][NH:18]4)[C:3]=2[CH3:23])[CH2:26]1. The catalyst class is: 187.